From a dataset of Experimentally validated miRNA-target interactions with 360,000+ pairs, plus equal number of negative samples. Binary Classification. Given a miRNA mature sequence and a target amino acid sequence, predict their likelihood of interaction. (1) The miRNA is hsa-miR-5189-5p with sequence UCUGGGCACAGGCGGAUGGACAGG. The protein sequence of the target gene is MASHLRPPSPLLVRVYKSGPRVRRKLESYFQSSKSSGGGECTVSTQEHEAPGTFRVEFSERAAKERVLKKGEHQILVDEKPVPIFLVPTENSIKKNTRPQISSLTQSQAETPSGDMHQHEGHIPNAVDSCLQKIFLTVTADLNCNLFSKEQRAYITTLCPSIRKMEGHDGIEKVCGDFQDIERIHQFLSEQFLESEQKQQFSPSMTERKPLSQQERDSCISPSEPETKAEQKSNYFEVPLPYFEYFKYICPDKINSIEKRFGVNIEIQESSPNMVCLDFTSSRSGDLEAARESFASEFQK.... Result: 0 (no interaction). (2) The miRNA is mmu-miR-879-3p with sequence GCUUAUGGCUUCAAGCUUUCGG. The protein sequence of the target gene is MLARKSIIPEEYVLARIAAENLRKPRIRDRLPKARFIAKSGACNLAHKNIREQGRFLQDIFTTLVDLKWRHTLVIFTMSFLCSWLLFAIMWWLVAFAHGDIYAYMEKSGMEKSGLESTVCVTNVRSFTSAFLFSIEVQVTIGFGGRMMTEECPLAITVLILQNIVGLIINAVMLGCIFMKTAQAHRRAETLIFSRHAVIAVRNGKLCFMFRVGDLRKSMIISASVRIQVVKKTTTPEGEVVPIHQLDIPVDNPIESNNIFLVAPLIICHVIDKRSPLYDISATDLANQDLEVIVILEGVV.... Result: 0 (no interaction). (3) The miRNA is mmu-miR-298-5p with sequence GGCAGAGGAGGGCUGUUCUUCCC. The protein sequence of the target gene is MELHILEHRLQVASVAKESIPLFTYGLIKLAFLSSKTRCKFFSLTETPEDYTIIVDEEGFLELPSSEHLSVADATWLALNVVSGGGSFSSSQPIGVTKIAKSVIAPLADQNISVFMLSTYQTDFILVRERDLPFVTHTLSSEFTILRVVNGETVAAENLSFTNGFVKPKMVQRPVIHPLSSPSNRFCVTSLDPDTLPAVATLLMDVMFYSNGVKDPMAASDDCGHIRFFSFSLIEGYISLVMDVQTQQRFPSHLLFTSASGELWKMVRIGGQPLGFDECGIVAQISEPLAAADIPAYYIS.... Result: 1 (interaction). (4) The miRNA is hsa-miR-6838-5p with sequence AAGCAGCAGUGGCAAGACUCCU. The protein sequence of the target gene is MSCVHYKFSSKLNYDTVTFDGLHISLCDLKKQIMGREKLKAADCDLQITNAQTKEEYTDDNALIPKNSSVIVRRIPIGGVKSTSKTYVISRTEPAMATTKAIDDSSASISLAQLTKTANLAEANASEEDKIKAMMSQSGHEYDPINYMKKPLGPPPPSYTCFRCGKPGHYIKNCPTNGDKNFESGPRIKKSTGIPRSFMMEVKDPNMKGAMLTNTGKYAIPTIDAEAYAIGKKEKPPFLPEEPSSSSEEDDPIPDELLCLICKDIMTDAVVIPCCGNSYCDECIRTALLESDEHTCPTCH.... Result: 1 (interaction). (5) Result: 1 (interaction). The miRNA is mmu-miR-129-2-3p with sequence AAGCCCUUACCCCAAAAAGCAU. The protein sequence of the target gene is MEMTSTSLKRGCLVVEDNDSVTPHDETKKQKVSEGCLTSSQDGVENDGLHRSENEPGPPEAESTVKDDENSSAQVQEEEEEEEEEDGLSEAGEEEEAESFADMMKHGLTELDVGICKFVSSHHGFSGILKERYSDFVVHEIGKDGRISHLDDLSVPVDEEDPPEDALTVLTAEDRQQLEELQLFKNKETSVAIEVIEDTKEKRTVIHQAIKSLFPGLETKTEDREGRKYIVAYHAAGKKALANPRKHSWPKSRGSYCHFVLYKENKDTMDAINVLSKYLRVKPNIFSYMGTKDKRAITVQ.... (6) The miRNA is hsa-miR-520g-3p with sequence ACAAAGUGCUUCCCUUUAGAGUGU. The protein sequence of the target gene is MSPESKKLFNIIILGVAFMFMFTAFQTCGNVAQTVIRSLNRTDFHGSGYTSMAIIYGVFSASNLITPSVVAIVGPQLSMFASGLFYSMYIAVFIQPFPWSFYTASVFIGIAAAVLWTAQGNCLTINSDEHSIGRNSGIFWALLQSSLFFGNLYIYFAWQGKTQISESDRRTVFIALTVISLVGTVLFFLIRKPDSENVLGEDESSDDQDMEVNESAQNNLTKAVDAFKKSFKLCVTKEMLLLSITTAYTGLELTFFSGVYGTCIGATNKFGAEEKSLIGLSGIFIGIGEILGGSLFGLLS.... Result: 1 (interaction). (7) The miRNA is hsa-miR-6830-3p with sequence UGUCUUUCUUCUCUCCCUUGCAG. The protein sequence of the target gene is MARKLSVILILTFALSVTNPLHELKAAAFPQTTEKISPNWESGINVDLAISTRQYHLQQLFYRYGENNSLSVEGFRKLLQNIGIDKIKRIHIHHDHDHHSDHEHHSDHERHSDHEHHSEHEHHSDHDHHSHHNHAASGKNKRKALCPDHDSDSSGKDPRNSQGKGAHRPEHASGRRNVKDSVSASEVTSTVYNTVSEGTHFLETIETPRPGKLFPKDVSSSTPPSVTSKSRVSRLAGRKTNESVSEPRKGFMYSRNTNENPQECFNASKLLTSHGMGIQVPLNATEFNYLCPAIINQIDA.... Result: 0 (no interaction). (8) Result: 1 (interaction). The protein sequence of the target gene is MVLSGSFRNDGLKASDVLPILKEKVAFVSGGRDKRGGPILTFPARSNHDRIRQEDLRKLVTYLASVPSEDVCKRGFTVIIDMRGSKWDLIKPLLKTLQEAFPAEIHVALIIKPDNFWQKQKTNFGSSKFIFETSMVSVEGLTKLVDPSQLTEEFDGSLDYNHEEWIELRLSLEEFFNSAVHLLSRLEDLQEMLARKEFPVDVEGSRRLIDEHTQLKKKVLKAPVEELDREGQRLLQCIRCSDGFSGRNCIPGSADFQSLVPKITSLLDKLHSTRQHLHQMWHVRKLKLDQCFQLRLFEQD.... The miRNA is mmu-miR-532-5p with sequence CAUGCCUUGAGUGUAGGACCGU. (9) The miRNA is mmu-miR-484 with sequence UCAGGCUCAGUCCCCUCCCGAU. The protein sequence of the target gene is MLTTLKPFGSVSVESKMNNKAGSFFWNLRQFSTLVSTSRTMRLCCLGLCKPKIVHSNWNILNNFHNRMQSTDIIRYLFQDAFIFKSDVGFQTKGISTLTALRIERLLYAKRLFFDSKQSLVPVDKSDDELKKVNLNHEVSNEDVLTKETKPNRISSRKLSEECNSLSDVLDAFSKAPTFPSSNYFTAMWTIAKRLSDDQKRFEKRLMFSHPAFNQLCEHMMREAKIMQYKYLLFSLHAIVKLGIPQNTILVQTLLRVTQERINECDEICLSVLSTVLEAMEPCKNVHVLRTGFRILVDQQ.... Result: 0 (no interaction). (10) The miRNA is hsa-miR-4502 with sequence GCUGAUGAUGAUGGUGCUGAAG. The protein sequence of the target gene is MLRDTMKSWNDSQSDLCSTDQEEEEEMIFGENEDDLDEMMDLSDLPTSLFACSVHEAVFEAREQKERFEALFTIYDDQVTFQLFKSFRRVRINFSKPEAAARARIELHETDFNGQKLKLYFAQVQMSGEVRDKSYLLPPQPVKQFLISPPASPPVGWKQSEDAMPVINYDLLCAVSKLGPGEKYELHAGTESTPSVVVHVCESETEEEEETKNPKQKIAQTRRPDPPTAALNEPQTFDCAL. Result: 1 (interaction).